This data is from Experimentally validated miRNA-target interactions with 360,000+ pairs, plus equal number of negative samples. The task is: Binary Classification. Given a miRNA mature sequence and a target amino acid sequence, predict their likelihood of interaction. (1) The miRNA is cel-miR-62 with sequence UGAUAUGUAAUCUAGCUUACAG. The protein sequence of the target gene is MLGSMARKKPRNTSRLPLALNPLKSKDVLAVLAERNEAIVPVGAWVEPASPGSSEIPAYTSAYLIEEELKEQLRKKQEALKHFQKQVKYRVNQQIRLRKKQQLQKSYERAQKEGSIAMQSSATHLTSKRTSVFPNNLNVAIGSSRLPPSLMPGDGIEDEENQNELFQQQAQALSETMKQARHRLASFKTVIKKKGSVFPDDGRKSFLTREEVLSRKPASTGINTGIRGELPIKVHQGLLAAVPYQNYMENQELDYEEPDYEESSSLVTDEKGKEDLFGRGQQDQQAIHSEDKNKPFSRVQ.... Result: 0 (no interaction). (2) The miRNA is hsa-miR-501-5p with sequence AAUCCUUUGUCCCUGGGUGAGA. The protein sequence of the target gene is MSLEQEEETQPGRLLGRRDAVPAFIEPNVRFWITERQSFIRRFLQWTELLDPTNVFISVESIENSRQLLCTNEDVSSPASADQRIQEAWKRSLATVHPDSSNLIPKLFRPAAFLPFMAPTVFLSMTPLKGIKSVILPQVFLCAYMAAFNSINGNRSYTCKPLERSLLMAGAVASSTFLGVIPQFVQMKYGLTGPWIKRLLPVIFLVQASGMNVYMSRSLESIKGIAVMDKEGNVLGHSRIAGTKAVRETLASRIVLFGTSALIPEVFTYFFKRTQYFRKNPGSLWILKLSCTVLAMGLMV.... Result: 1 (interaction). (3) The protein sequence of the target gene is MRSEGAAPRRAARYGALSLVLATLLGQVTESRGVMDNIQRFSSLPPYLPVSFHVLRAETAFFLKEANPDPLRNASLQSRVESFFIYKAQQPPVLNVSYGPYSAEKVIPLDLMLNPNFLGPTSKFPFDWRLKAYILQEKVYLSHPKVQVLFHIVGRDWDDHRDEKLPCLRVFAFRDSREVRGSCRLGGPLGLCVAQLEMLPGWFSPPAVVSGRRRPAERPEGSPVELYYAVQPGDERGDCTGGDTRKDNAIRPGKDGQEGRTSHLQKIGTISLYRAQDSNQLSELRLDGNVVIWLPSQPVK.... Result: 0 (no interaction). The miRNA is mmu-miR-139-3p with sequence UGGAGACGCGGCCCUGUUGGAG. (4) The miRNA is mmu-miR-337-3p with sequence UCAGCUCCUAUAUGAUGCCUUU. The protein sequence of the target gene is MSHESSEKAHKAIENVEDYCQTLTRHGNEELRTNLERVITTFKSNLMHSLLDIHDLYEQTLLSERKSDAEKNMEVRRVIERLEGGPHSYNSRPAATTSTSNYNLSSTTPLISDLRDRGGFSYLNGGGLGNGLGNGLGNGLLSSPYNSSSTHYLHERQRQTSHDGTWRETTTRTVDTPSGLERRVVEHTGVIDDHGRKWELENIVLEKGHTGLGFSITGGMDQPTEDGDTSIYVTNIIEGGAALADGRMRKNDIITAVNNTNCENVKHEVAVNALKSSGNVVSLSLKRRKDEAFLPIGGNF.... Result: 0 (no interaction). (5) The miRNA is hsa-miR-6508-3p with sequence UGGGCCAUGCAUUUCUAGAACU. Result: 0 (no interaction). The protein sequence of the target gene is MSSSCSGLSRVLVAVATALVSASSPCPQAWGPPGVQYGQPGRSVKLCCPGVTAGDPVSWFRDGEPKLLQGPDSGLGHELVLAQADSTDEGTYICQTLDGALGGTVTLQLGYPPARPVVSCQAADYENFSCTWSPSQISGLPTRYLTSYRKKTVLGADSQRRSPSTGPWPCPQDPLGAARCVVHGAEFWSQYRINVTEVNPLGASTRLLDVSLQSILRPDPPQGLRVESVPGYPRRLRASWTYPASWPCQPHFLLKFRLQYRPAQHPAWSTVEPAGLEEVITDAVAGLPHAVRVSARDFLD.... (6) The miRNA is hsa-let-7i-3p with sequence CUGCGCAAGCUACUGCCUUGCU. The protein sequence of the target gene is MPQTPPFSAMFDSSGYNRNLYQSAEDSCGGLYYHDNNLLSGSLEALIQHLVPNVDYYPDRTYIFTFLLSSRLFMHPYELMAKVCHLCVEHQRLSDPDSDKNQMRKIAPKILQLLTEWTETFPYDFRDERMMRNLKDLAHRIASGEEQTYRKNVQQMMQCLIRKLAALSQYEEVLAKISSTSTDRLTVLKTKPQSIQRDIITVCNDPYTLAQQLTHIELERLNYIGPEEFVQAFVQKDPLDNDKSCYSERKKTRNLEAYVEWFNRLSYLVATEICMPVKKKHRARMIEYFIDVARECFNIG.... Result: 0 (no interaction). (7) The miRNA is hsa-miR-1469 with sequence CUCGGCGCGGGGCGCGGGCUCC. The protein sequence of the target gene is MAHRKLESVGSGMLDHRVRPGPVPHSQEPESEDMELPLEGYVPEGLELAALRPESPAPEEQECHNHSPDGDSSSDYVNNTSEEEDYDEGLPEEEEGITYYIRYCPEDDSYLEGMDCNGEEYLAHSAHPVDTDECQEAVEEWTDSAGPHPHGHEAEGSQDYPDGQLPIPEDEPSVLEAHDQEEDGHYCASKEGYQDYYPEEANGNTGASPYRLRRGDGDLEDQEEDIDQIVAEIKMSLSMTSITSASEASPEHGPEPGPEDSVEACPPIKASCSPSRHEARPKSLNLLPEAKHPGDPQRGF.... Result: 0 (no interaction).